This data is from Forward reaction prediction with 1.9M reactions from USPTO patents (1976-2016). The task is: Predict the product of the given reaction. (1) Given the reactants Cl.Cl.Cl.[CH3:4][O:5][C:6]1[CH:7]=[C:8]([NH:18][C:19]2[S:20][C:21]3[CH2:22][NH:23][CH2:24][CH2:25][C:26]=3[N:27]=2)[CH:9]=[CH:10][C:11]=1[N:12]1[CH:16]=[C:15]([CH3:17])[N:14]=[CH:13]1.[F:28][C:29]1[CH:37]=[CH:36][C:32]([C:33](Cl)=[O:34])=[CH:31][CH:30]=1.C(N(CC)CC)C, predict the reaction product. The product is: [F:28][C:29]1[CH:37]=[CH:36][C:32]([C:33]([N:23]2[CH2:24][CH2:25][C:26]3[N:27]=[C:19]([NH:18][C:8]4[CH:9]=[CH:10][C:11]([N:12]5[CH:16]=[C:15]([CH3:17])[N:14]=[CH:13]5)=[C:6]([O:5][CH3:4])[CH:7]=4)[S:20][C:21]=3[CH2:22]2)=[O:34])=[CH:31][CH:30]=1. (2) Given the reactants [Cl:1][C:2]1[CH:7]=[CH:6][CH:5]=[CH:4][C:3]=1[C:8]1[O:9][C:10]2[C:15]([C:16](=[O:18])[CH:17]=1)=[C:14]([O:19][CH3:20])[CH:13]=[C:12]([O:21][CH3:22])[C:11]=2[C@@H:23]1[CH2:28][CH2:27][N:26]([C:29]2[CH:34]=[CH:33][C:32]([O:35][CH3:36])=[CH:31][CH:30]=2)[CH2:25][C@H:24]1[OH:37].CS(Cl)(=O)=O.C(N(CC)CC)C.[C:50]([O-])(=[O:52])[CH3:51].[Na+], predict the reaction product. The product is: [Cl:1][C:2]1[CH:7]=[CH:6][CH:5]=[CH:4][C:3]=1[C:8]1[O:9][C:10]2[C:15]([C:16](=[O:18])[CH:17]=1)=[C:14]([O:19][CH3:20])[CH:13]=[C:12]([O:21][CH3:22])[C:11]=2[C@@H:23]1[CH2:28][CH2:27][N:26]([C:29]2[CH:34]=[CH:33][C:32]([O:35][CH3:36])=[CH:31][CH:30]=2)[C@H:25]1[CH2:24][O:37][C:50](=[O:52])[CH3:51]. (3) Given the reactants [CH:1]([S:9](Cl)(=[O:11])=[O:10])=[CH:2][C:3]1[CH:8]=[CH:7][CH:6]=[CH:5][CH:4]=1.[NH2:13][C:14]1[CH:21]=[CH:20][C:17]([C:18]#[N:19])=[C:16]([Cl:22])[C:15]=1[CH3:23], predict the reaction product. The product is: [Cl:22][C:16]1[C:15]([CH3:23])=[C:14]([NH:13][S:9](/[CH:1]=[CH:2]/[C:3]2[CH:8]=[CH:7][CH:6]=[CH:5][CH:4]=2)(=[O:11])=[O:10])[CH:21]=[CH:20][C:17]=1[C:18]#[N:19]. (4) Given the reactants [CH3:1][C:2]1[CH:31]=[CH:30][C:5]([C:6]([NH:8][C:9]2[C:22]3[C:21](=[O:23])[C:20]4[C:15](=[CH:16][CH:17]=[CH:18][CH:19]=4)[C:14](=[O:24])[C:13]=3[CH:12]=[CH:11][C:10]=2[NH:25][C:26](=[O:29])[CH2:27]Cl)=[O:7])=[CH:4][CH:3]=1.CCN(C(C)C)C(C)C.[CH3:41][NH:42][CH2:43][CH:44]1[O:48][CH2:47][CH2:46][O:45]1.C(OCC)(=O)C, predict the reaction product. The product is: [CH3:1][C:2]1[CH:31]=[CH:30][C:5]([C:6]([NH:8][C:9]2[C:22]3[C:21](=[O:23])[C:20]4[C:15](=[CH:16][CH:17]=[CH:18][CH:19]=4)[C:14](=[O:24])[C:13]=3[CH:12]=[CH:11][C:10]=2[NH:25][C:26](=[O:29])[CH2:27][N:42]([CH2:43][CH:44]2[O:48][CH2:47][CH2:46][O:45]2)[CH3:41])=[O:7])=[CH:4][CH:3]=1. (5) Given the reactants [Br:1][C:2]1[CH:17]=[CH:16][C:5]([C:6]([C:8]2[CH:15]=[CH:14][C:11]([C:12]#[N:13])=[CH:10][CH:9]=2)=[O:7])=[CH:4][C:3]=1[CH3:18].C1C(=O)N(Br)C(=O)C1.CC(N=NC(C#N)(C)C)(C#N)C.[C:39]([O:42][K])([CH3:41])=[O:40], predict the reaction product. The product is: [C:39]([O:42][CH2:18][C:3]1[CH:4]=[C:5]([C:6](=[O:7])[C:8]2[CH:15]=[CH:14][C:11]([C:12]#[N:13])=[CH:10][CH:9]=2)[CH:16]=[CH:17][C:2]=1[Br:1])(=[O:40])[CH3:41]. (6) Given the reactants [C:1]([C@@H:3]1[CH2:8][N:7]([C:9]([C:11]2[CH:16]=[CH:15][CH:14]=[CH:13][C:12]=2[N:17]2[N:21]=[CH:20][CH:19]=[N:18]2)=[O:10])[C@H:6]([CH3:22])[CH2:5][CH2:4]1)#[CH:2].C([N:25]([CH2:28][CH3:29])[CH2:26][CH3:27])C.[CH3:30]N(C=O)C, predict the reaction product. The product is: [CH3:22][C@@H:6]1[CH2:5][CH2:4][C@H:3]([C:1]#[C:2][C:28]2[CH:29]=[CH:30][CH:27]=[CH:26][N:25]=2)[CH2:8][N:7]1[C:9]([C:11]1[CH:16]=[CH:15][CH:14]=[CH:13][C:12]=1[N:17]1[N:21]=[CH:20][CH:19]=[N:18]1)=[O:10]. (7) Given the reactants Cl[C:2]1[CH:11]=[CH:10][N:9]=[C:8]2[C:3]=1[C:4]1[CH2:16][CH2:15][CH2:14][CH2:13][C:5]=1[C:6](=[O:12])[NH:7]2.[NH2:17][C:18]1[CH:23]=[CH:22][C:21]([OH:24])=[CH:20][CH:19]=1.C(=O)([O-])[O-].[Cs+].[Cs+], predict the reaction product. The product is: [NH2:17][C:18]1[CH:23]=[CH:22][C:21]([O:24][C:2]2[CH:11]=[CH:10][N:9]=[C:8]3[C:3]=2[C:4]2[CH2:16][CH2:15][CH2:14][CH2:13][C:5]=2[C:6](=[O:12])[NH:7]3)=[CH:20][CH:19]=1. (8) Given the reactants [NH2:1][C:2]1[S:3][CH:4]=[C:5]([CH3:7])[N:6]=1.[Cl:8][C:9]1[C:10]([CH3:19])=[C:11]([S:15](Cl)(=[O:17])=[O:16])[CH:12]=[CH:13][CH:14]=1, predict the reaction product. The product is: [Cl:8][C:9]1[C:10]([CH3:19])=[C:11]([S:15]([NH:1][C:2]2[S:3][CH:4]=[C:5]([CH3:7])[N:6]=2)(=[O:17])=[O:16])[CH:12]=[CH:13][CH:14]=1.